Dataset: Forward reaction prediction with 1.9M reactions from USPTO patents (1976-2016). Task: Predict the product of the given reaction. (1) Given the reactants [Cl:1][C:2]1[CH:7]=[C:6]([Cl:8])[CH:5]=[CH:4][C:3]=1[CH:9]1[CH:18]([C:19]([NH:21][O:22][CH2:23][C:24]2[CH:29]=[CH:28][CH:27]=[C:26]([CH2:30][OH:31])[N:25]=2)=[O:20])[C:17]2[C:12](=[CH:13][CH:14]=[CH:15][CH:16]=2)[C:11](=[O:32])[N:10]1[CH:33]1[CH2:38][CH2:37][CH2:36][CH2:35][CH:34]1[NH:39][S:40]([CH3:43])(=[O:42])=[O:41].N1[CH:49]=[CH:48]C=CC=1.[C:50](OC(=O)C)(=[O:52])[CH3:51].[OH2:57], predict the reaction product. The product is: [C:50]([O:31][CH2:30][C:26]1[CH:27]=[CH:28][CH:29]=[C:24]([CH2:23][O:22][N:21]([C:48](=[O:57])[CH3:49])[C:19]([CH:18]2[C:17]3[C:12](=[CH:13][CH:14]=[CH:15][CH:16]=3)[C:11](=[O:32])[N:10]([CH:33]3[CH2:38][CH2:37][CH2:36][CH2:35][CH:34]3[NH:39][S:40]([CH3:43])(=[O:41])=[O:42])[CH:9]2[C:3]2[CH:4]=[CH:5][C:6]([Cl:8])=[CH:7][C:2]=2[Cl:1])=[O:20])[N:25]=1)(=[O:52])[CH3:51]. (2) Given the reactants CS[C:3]1[S:4]/[C:5](=[CH:9]\[C:10]2[CH:11]=[C:12]3[C:17](=[CH:18][CH:19]=2)[N:16]=[CH:15][CH:14]=[CH:13]3)/[C:6](=[O:8])[N:7]=1.[OH:20][CH2:21][C@@H:22]([NH2:30])[CH2:23][C:24]1[CH:29]=[CH:28][CH:27]=[CH:26][CH:25]=1.CCN(C(C)C)C(C)C, predict the reaction product. The product is: [OH:20][CH2:21][C@@H:22]([NH:30][C:3]1[S:4]/[C:5](=[CH:9]\[C:10]2[CH:11]=[C:12]3[C:17](=[CH:18][CH:19]=2)[N:16]=[CH:15][CH:14]=[CH:13]3)/[C:6](=[O:8])[N:7]=1)[CH2:23][C:24]1[CH:25]=[CH:26][CH:27]=[CH:28][CH:29]=1. (3) Given the reactants C([O:3][C:4]([C:6]1[CH:7]=[N:8][C:9]2[C:14]([C:15]=1[NH2:16])=[CH:13][C:12]([O:17][CH3:18])=[CH:11][CH:10]=2)=[O:5])C.[OH-].[Na+], predict the reaction product. The product is: [NH2:16][C:15]1[C:14]2[C:9](=[CH:10][CH:11]=[C:12]([O:17][CH3:18])[CH:13]=2)[N:8]=[CH:7][C:6]=1[C:4]([OH:5])=[O:3]. (4) Given the reactants Br[CH2:2][CH2:3][CH2:4][CH2:5][CH2:6][CH2:7][O:8][C:9]1[CH:10]=[C:11]2[C:15](=[CH:16][CH:17]=1)[N:14]([C:18]1[CH:23]=[CH:22][C:21]([F:24])=[CH:20][CH:19]=1)[CH:13]=[CH:12]2.[NH:25]1[CH2:30][CH2:29][CH2:28][CH2:27][CH2:26]1, predict the reaction product. The product is: [F:24][C:21]1[CH:22]=[CH:23][C:18]([N:14]2[C:15]3[C:11](=[CH:10][C:9]([O:8][CH2:7][CH2:6][CH2:5][CH2:4][CH2:3][CH2:2][N:25]4[CH2:30][CH2:29][CH2:28][CH2:27][CH2:26]4)=[CH:17][CH:16]=3)[CH:12]=[CH:13]2)=[CH:19][CH:20]=1. (5) Given the reactants [CH2:1]([C:3]1[N:8]=[C:7]([NH2:9])[N:6]=[C:5]([NH2:10])[C:4]=1I)[CH3:2].[NH:12]1[C:20]2[C:15](=[CH:16][C:17](B(O)O)=[CH:18][CH:19]=2)[CH:14]=[CH:13]1.C([O-])([O-])=O.[Na+].[Na+], predict the reaction product. The product is: [CH2:1]([C:3]1[N:8]=[C:7]([NH2:9])[N:6]=[C:5]([NH2:10])[C:4]=1[C:17]1[CH:16]=[C:15]2[C:20](=[CH:19][CH:18]=1)[NH:12][CH:13]=[CH:14]2)[CH3:2].